Task: Predict which catalyst facilitates the given reaction.. Dataset: Catalyst prediction with 721,799 reactions and 888 catalyst types from USPTO (1) Reactant: [CH3:1][C:2]1([CH3:33])[C:10]2[C:5](=[CH:6][CH:7]=[C:8]([C:11]3[CH:16]=[CH:15][C:14]([C:17]([F:20])([F:19])[F:18])=[CH:13][CH:12]=3)[CH:9]=2)[N:4](S(C2C=CC([N+]([O-])=O)=CC=2)(=O)=O)[CH2:3]1.[OH-].[Na+].C(O)(=S)C.C(OCC)(=O)C. Product: [CH3:1][C:2]1([CH3:33])[C:10]2[C:5](=[CH:6][CH:7]=[C:8]([C:11]3[CH:16]=[CH:15][C:14]([C:17]([F:20])([F:18])[F:19])=[CH:13][CH:12]=3)[CH:9]=2)[NH:4][CH2:3]1. The catalyst class is: 3. (2) Reactant: [C:1]12([CH2:11][NH:12][CH2:13][CH:14]([C:16]3[CH:21]=[CH:20][C:19]([OH:22])=[CH:18][CH:17]=3)[OH:15])[CH2:10][CH:5]3[CH2:6][CH:7]([CH2:9][CH:3]([CH2:4]3)[CH2:2]1)[CH2:8]2.CCN(CC)CC.Cl[C:31](Cl)([O:33]C(=O)OC(Cl)(Cl)Cl)Cl. Product: [C:1]12([CH2:11][N:12]3[CH2:13][CH:14]([C:16]4[CH:17]=[CH:18][C:19]([OH:22])=[CH:20][CH:21]=4)[O:15][C:31]3=[O:33])[CH2:10][CH:5]3[CH2:4][CH:3]([CH2:9][CH:7]([CH2:6]3)[CH2:8]1)[CH2:2]2. The catalyst class is: 2. (3) Reactant: [CH3:1][C:2]1[N:7]([CH2:8][C:9]2[S:10][C:11]([C:14]([F:17])([F:16])[F:15])=[CH:12][CH:13]=2)[C:6](=[O:18])[N:5]=[C:4](SC)[N:3]=1.COC1C=CC=C2C=1C(O)CNC2.[CH3:34][O:35][C:36]1[CH:45]=[C:44]2[C:39]([CH:40]([OH:46])[CH2:41][NH:42][CH2:43]2)=[CH:38][CH:37]=1. Product: [OH:46][CH:40]1[C:39]2[C:44](=[CH:45][C:36]([O:35][CH3:34])=[CH:37][CH:38]=2)[CH2:43][N:42]([C:4]2[N:3]=[C:2]([CH3:1])[N:7]([CH2:8][C:9]3[S:10][C:11]([C:14]([F:17])([F:16])[F:15])=[CH:12][CH:13]=3)[C:6](=[O:18])[N:5]=2)[CH2:41]1. The catalyst class is: 12. (4) Reactant: [Cl:1][C:2]1[C:3]2[CH:14]=[CH:13][C:12](=[O:15])[N:11]([C:16]3[CH:21]=[CH:20][C:19]([F:22])=[CH:18][C:17]=3[F:23])[C:4]=2[N:5]=[C:6](S(C)=O)[N:7]=1.[NH2:24][CH:25]([CH2:28][OH:29])[CH2:26][OH:27]. Product: [Cl:1][C:2]1[C:3]2[CH:14]=[CH:13][C:12](=[O:15])[N:11]([C:16]3[CH:21]=[CH:20][C:19]([F:22])=[CH:18][C:17]=3[F:23])[C:4]=2[N:5]=[C:6]([NH:24][CH:25]([CH2:28][OH:29])[CH2:26][OH:27])[N:7]=1. The catalyst class is: 139.